Dataset: Forward reaction prediction with 1.9M reactions from USPTO patents (1976-2016). Task: Predict the product of the given reaction. (1) Given the reactants C(Cl)(=O)C(Cl)=O.C[N:8](C)[CH:9]=[O:10].[CH3:12][N:13]1[C:17]([CH2:18][CH2:19][C:20]2[CH:25]=[CH:24][C:23]([C:26]([F:29])([F:28])[F:27])=[CH:22][CH:21]=2)=[C:16](C(O)=O)[CH:15]=[N:14]1, predict the reaction product. The product is: [CH3:12][N:13]1[C:17]([CH2:18][CH2:19][C:20]2[CH:25]=[CH:24][C:23]([C:26]([F:27])([F:29])[F:28])=[CH:22][CH:21]=2)=[C:16]([C:9]([NH2:8])=[O:10])[CH:15]=[N:14]1. (2) The product is: [CH:22]1[C:21]2[C:20]3([CH2:18][N:1]4[CH2:6][CH2:5][CH:4]([NH:7][C:8]5[CH:17]=[CH:16][C:15]6[C:10](=[CH:11][CH:12]=[CH:13][CH:14]=6)[N:9]=5)[CH2:3][CH2:2]4)[CH2:34][CH:27]([C:28]4[C:33]3=[CH:32][CH:31]=[CH:30][CH:29]=4)[C:26]=2[CH:25]=[CH:24][CH:23]=1. Given the reactants [NH:1]1[CH2:6][CH2:5][CH:4]([NH:7][C:8]2[CH:17]=[CH:16][C:15]3[C:10](=[CH:11][CH:12]=[CH:13][CH:14]=3)[N:9]=2)[CH2:3][CH2:2]1.[CH:18]([C:20]12[CH2:34][CH:27]([C:28]3[CH:29]=[CH:30][CH:31]=[CH:32][C:33]=31)[C:26]1[C:21]2=[CH:22][CH:23]=[CH:24][CH:25]=1)=O, predict the reaction product. (3) Given the reactants N[C:2]1[CH:7]=[CH:6][C:5]([CH:8]([CH3:14])[C:9]([O:11][CH2:12][CH3:13])=[O:10])=[CH:4][C:3]=1[CH3:15].CC1C=CC(S(O)(=O)=O)=CC=1.O.N([O-])=O.[Na+].[I-:32].[K+].[OH-].[Na+], predict the reaction product. The product is: [I:32][C:2]1[CH:7]=[CH:6][C:5]([CH:8]([CH3:14])[C:9]([O:11][CH2:12][CH3:13])=[O:10])=[CH:4][C:3]=1[CH3:15].